This data is from Full USPTO retrosynthesis dataset with 1.9M reactions from patents (1976-2016). The task is: Predict the reactants needed to synthesize the given product. (1) Given the product [NH2:13][C:10]1[C:9](=[N:14][NH:15][C:16]2[CH:21]=[CH:20][CH:19]=[C:18]([F:22])[CH:17]=2)[C:8]([CH2:7][NH:6][S:2]([CH3:1])(=[O:4])=[O:3])=[N:12][N:11]=1, predict the reactants needed to synthesize it. The reactants are: [CH3:1][S:2](Cl)(=[O:4])=[O:3].[NH2:6][CH2:7][C:8]1[C:9](=[N:14][NH:15][C:16]2[CH:21]=[CH:20][CH:19]=[C:18]([F:22])[CH:17]=2)[C:10]([NH2:13])=[N:11][N:12]=1. (2) Given the product [CH:16]([C:2]1[CH:3]=[C:4]([CH2:8][C:9]([O:11][C:12]([CH3:15])([CH3:14])[CH3:13])=[O:10])[CH:5]=[CH:6][CH:7]=1)=[CH2:17], predict the reactants needed to synthesize it. The reactants are: Br[C:2]1[CH:3]=[C:4]([CH2:8][C:9]([O:11][C:12]([CH3:15])([CH3:14])[CH3:13])=[O:10])[CH:5]=[CH:6][CH:7]=1.[CH2:16]([Sn](CCCC)(CCCC)CCCC)[CH:17]=C.[F-].[K+].O. (3) Given the product [ClH:1].[OH:26][CH:27]([CH2:42][O:43][C:44]1[CH:49]=[C:48]([O:21][CH3:22])[CH:47]=[C:46]([Cl:1])[CH:45]=1)[CH2:28][NH:29][C:30]([CH3:41])([CH3:40])[CH2:31][C:32]1[CH:37]=[CH:36][C:35]([O:38][CH3:39])=[CH:34][CH:33]=1, predict the reactants needed to synthesize it. The reactants are: [ClH:1].O(CCCNC(C)(C)CC1C=CC([O:21][CH3:22])=CC=1)C1C=CC=CC=1.Cl.[OH:26][CH:27]([CH2:42][O:43][C:44]1[CH:49]=[CH:48][CH:47]=[CH:46][C:45]=1C)[CH2:28][NH:29][C:30]([CH3:41])([CH3:40])[CH2:31][C:32]1[CH:37]=[CH:36][C:35]([O:38][CH3:39])=[CH:34][CH:33]=1. (4) Given the product [CH:7](=[N:8]/[CH2:9][CH:10]1[CH2:15][CH2:14][CH:13]=[CH:12][CH2:11]1)\[C:1]1[CH:6]=[CH:5][CH:4]=[CH:3][CH:2]=1, predict the reactants needed to synthesize it. The reactants are: [CH:1]1(/[CH:7]=[N:8]/[CH2:9][C:10]2[CH:15]=[CH:14][CH:13]=[CH:12][CH:11]=2)[CH2:6][CH2:5][CH:4]=[CH:3][CH2:2]1.CC(C)([O-])C.[K+]. (5) Given the product [C:9]([O:8][C:6]([C:5]1[CH:13]=[CH:14][C:2]([C:20]([OH:27])([C:21]2[CH:22]=[CH:23][CH:24]=[CH:25][CH:26]=2)[C:28]([O:30][CH2:31][CH3:32])=[O:29])=[CH:3][CH:4]=1)=[O:7])([CH3:12])([CH3:11])[CH3:10], predict the reactants needed to synthesize it. The reactants are: I[C:2]1[CH:14]=[CH:13][C:5]([C:6]([O:8][C:9]([CH3:12])([CH3:11])[CH3:10])=[O:7])=[CH:4][CH:3]=1.C([Mg]Br)(C)C.[C:20]([C:28]([O:30][CH2:31][CH3:32])=[O:29])(=[O:27])[C:21]1[CH:26]=[CH:25][CH:24]=[CH:23][CH:22]=1.